This data is from Forward reaction prediction with 1.9M reactions from USPTO patents (1976-2016). The task is: Predict the product of the given reaction. (1) The product is: [CH3:35][C@H:34]([NH:36][C:21]([C:20]1[C:14]2[C:15](=[N:16][CH:17]=[C:12]([C:6]3[C:5]4[C:9](=[CH:10][C:2]([F:1])=[CH:3][CH:4]=4)[N:8]([CH3:11])[N:7]=3)[N:13]=2)[N:18]([CH2:24][O:25][CH2:26][CH2:27][Si:28]([CH3:30])([CH3:31])[CH3:29])[CH:19]=1)=[O:23])[C:33]([CH3:38])([CH3:37])[CH3:32]. Given the reactants [F:1][C:2]1[CH:10]=[C:9]2[C:5]([C:6]([C:12]3[N:13]=[C:14]4[C:20]([C:21]([OH:23])=O)=[CH:19][N:18]([CH2:24][O:25][CH2:26][CH2:27][Si:28]([CH3:31])([CH3:30])[CH3:29])[C:15]4=[N:16][CH:17]=3)=[N:7][N:8]2[CH3:11])=[CH:4][CH:3]=1.[CH3:32][C:33]([CH3:38])([CH3:37])[C@@H:34]([NH2:36])[CH3:35].CN(C(ON1N=NC2C=CC=NC1=2)=[N+](C)C)C.F[P-](F)(F)(F)(F)F.O, predict the reaction product. (2) Given the reactants [CH2:1]1[C:4]2([CH2:9][CH2:8][NH:7][CH2:6][CH2:5]2)[CH2:3][N:2]1[C:10]1[N:15]=[CH:14][C:13]([C:16]#[N:17])=[CH:12][CH:11]=1.[CH3:18][C:19]1[C:27]([C@@H:28]2[CH2:30][O:29]2)=[CH:26][CH:25]=[C:24]2[C:20]=1[CH2:21][O:22][C:23]2=[O:31], predict the reaction product. The product is: [OH:29][C@H:28]([C:27]1[C:19]([CH3:18])=[C:20]2[C:24](=[CH:25][CH:26]=1)[C:23](=[O:31])[O:22][CH2:21]2)[CH2:30][N:7]1[CH2:6][CH2:5][C:4]2([CH2:3][N:2]([C:10]3[CH:11]=[CH:12][C:13]([C:16]#[N:17])=[CH:14][N:15]=3)[CH2:1]2)[CH2:9][CH2:8]1.